Predict which catalyst facilitates the given reaction. From a dataset of Catalyst prediction with 721,799 reactions and 888 catalyst types from USPTO. (1) Reactant: [C:1]([O:5][C:6]([N:8]1[CH2:13][CH2:12][C:11]([CH3:17])([C:14](O)=[O:15])[CH2:10][CH2:9]1)=[O:7])([CH3:4])([CH3:3])[CH3:2].C1N=C[N:20](C(N2C=NC=C2)=O)C=1.[OH-].[NH4+]. Product: [C:14]([C:11]1([CH3:17])[CH2:12][CH2:13][N:8]([C:6]([O:5][C:1]([CH3:4])([CH3:3])[CH3:2])=[O:7])[CH2:9][CH2:10]1)(=[O:15])[NH2:20]. The catalyst class is: 3. (2) Reactant: CN(C)[C:3](=[O:24])[CH2:4][C:5]1[CH:10]=[C:9]([CH2:11][CH3:12])[CH:8]=[CH:7][C:6]=1[NH:13][C:14]1[C:19]([F:20])=[C:18]([F:21])[CH:17]=[C:16]([F:22])[C:15]=1[F:23].[OH-].[Na+].CCCC[OH:32].Cl. Product: [CH2:11]([C:9]1[CH:8]=[CH:7][C:6]([NH:13][C:14]2[C:19]([F:20])=[C:18]([F:21])[CH:17]=[C:16]([F:22])[C:15]=2[F:23])=[C:5]([CH2:4][C:3]([OH:24])=[O:32])[CH:10]=1)[CH3:12]. The catalyst class is: 11. (3) Reactant: Br[C:2]1[CH:3]=[C:4]2[C:9](=[C:10]([F:12])[CH:11]=1)[N:8]=[CH:7][CH:6]=[CH:5]2.C(=O)([O-])[O-].[K+].[K+].[CH2:19](B([CH2:19][CH2:20][CH2:21][CH3:22])[CH2:19][CH2:20][CH2:21][CH3:22])[CH2:20][CH2:21][CH3:22].[Cl-]. Product: [CH2:19]([C:2]1[CH:3]=[C:4]2[C:9](=[C:10]([F:12])[CH:11]=1)[N:8]=[CH:7][CH:6]=[CH:5]2)[CH2:20][CH2:21][CH3:22]. The catalyst class is: 827. (4) Reactant: [CH2:1]([N:3]([CH3:16])[S:4]([NH:7][C:8]1[CH:13]=[CH:12][C:11]([F:14])=[CH:10][C:9]=1[F:15])(=[O:6])=[O:5])[CH3:2].C([Li])CCC.CN(C)[CH:24]=[O:25].[Cl-].N. Product: [CH2:1]([N:3]([CH3:16])[S:4]([NH:7][C:8]1[CH:13]=[CH:12][C:11]([F:14])=[C:10]([CH:24]=[O:25])[C:9]=1[F:15])(=[O:5])=[O:6])[CH3:2]. The catalyst class is: 7.